Task: Predict the reaction yield, written as a fraction of the theoretical maximum amount of product (1.0 means a 100% yield; for example, 0.34 means a 34% yield).. Dataset: Reaction yield outcomes from USPTO patents with 853,638 reactions (1) The reactants are [OH-].[Na+].C(O)C.[Cl:6][C:7]1[CH:12]=[CH:11][C:10]([C@H:13]2[N:20]3[C:16]([S:17][C:18]([C:24]([O:26]CC)=[O:25])=[C:19]3[CH:21]([CH3:23])[CH3:22])=[N:15][C@:14]2([C:30]2[CH:31]=[N:32][C:33]([Cl:36])=[CH:34][CH:35]=2)[CH3:29])=[CH:9][C:8]=1[F:37]. The catalyst is O. The product is [Cl:6][C:7]1[CH:12]=[CH:11][C:10]([C@H:13]2[N:20]3[C:16]([S:17][C:18]([C:24]([OH:26])=[O:25])=[C:19]3[CH:21]([CH3:22])[CH3:23])=[N:15][C@:14]2([C:30]2[CH:31]=[N:32][C:33]([Cl:36])=[CH:34][CH:35]=2)[CH3:29])=[CH:9][C:8]=1[F:37]. The yield is 0.870. (2) The yield is 0.210. No catalyst specified. The product is [CH:1]1[C:10]2[C:5](=[CH:6][CH:7]=[CH:8][CH:9]=2)[CH:4]=[CH:3][C:2]=1[S:11]([NH:14][CH2:15][C:16]([NH:18][CH2:19][CH2:20][CH2:21][C:22]([N:34]1[CH2:33][CH2:32][N:31]([C:28]2[CH:29]=[CH:30][N:25]=[CH:26][CH:27]=2)[CH2:36][CH2:35]1)=[O:23])=[O:17])(=[O:13])=[O:12]. The reactants are [CH:1]1[C:10]2[C:5](=[CH:6][CH:7]=[CH:8][CH:9]=2)[CH:4]=[CH:3][C:2]=1[S:11]([NH:14][CH2:15][C:16]([NH:18][CH2:19][CH2:20][CH2:21][C:22](O)=[O:23])=[O:17])(=[O:13])=[O:12].[N:25]1[CH:30]=[CH:29][C:28]([N:31]2[CH2:36][CH2:35][NH:34][CH2:33][CH2:32]2)=[CH:27][CH:26]=1. (3) The reactants are [N:1]1[CH:6]=[CH:5][C:4]([C:7]2[CH:12]=[C:11]([C:13]3[CH:18]=[CH:17][N:16]=[C:15]([C:19]([F:22])([F:21])[F:20])[CH:14]=3)[CH:10]=[CH:9][C:8]=2[OH:23])=[CH:3][N:2]=1.C(=O)([O-])[O-].[K+].[K+].[Cl:30][C:31]1[C:32](F)=[CH:33][C:34]([F:57])=[C:35]([S:37]([N:40]([CH2:46][C:47]2[CH:52]=[CH:51][C:50]([O:53][CH3:54])=[CH:49][C:48]=2[O:55][CH3:56])[C:41]2[S:42][CH:43]=[N:44][N:45]=2)(=[O:39])=[O:38])[CH:36]=1. The catalyst is CS(C)=O. The product is [Cl:30][C:31]1[C:32]([O:23][C:8]2[CH:9]=[CH:10][C:11]([C:13]3[CH:18]=[CH:17][N:16]=[C:15]([C:19]([F:20])([F:21])[F:22])[CH:14]=3)=[CH:12][C:7]=2[C:4]2[CH:5]=[CH:6][N:1]=[N:2][CH:3]=2)=[CH:33][C:34]([F:57])=[C:35]([S:37]([N:40]([CH2:46][C:47]2[CH:52]=[CH:51][C:50]([O:53][CH3:54])=[CH:49][C:48]=2[O:55][CH3:56])[C:41]2[S:42][CH:43]=[N:44][N:45]=2)(=[O:38])=[O:39])[CH:36]=1. The yield is 0.810. (4) The reactants are Br[C:2]1[CH:7]=[CH:6][CH:5]=[C:4]([F:8])[C:3]=1[O:9][CH3:10].[CH2:11]1[CH2:15][O:14][CH2:13][CH2:12]1.C([Mg]Cl)(C)C.C1(=O)CCC1. The catalyst is CCOCC. The product is [F:8][C:4]1[C:3]([O:9][CH3:10])=[C:2]([C:15]2([OH:14])[CH2:11][CH2:12][CH2:13]2)[CH:7]=[CH:6][CH:5]=1. The yield is 0.490.